Dataset: Reaction yield outcomes from USPTO patents with 853,638 reactions. Task: Predict the reaction yield, written as a fraction of the theoretical maximum amount of product (1.0 means a 100% yield; for example, 0.34 means a 34% yield). (1) The reactants are [C:1]([N:8]1[CH2:13][CH2:12][S:11][CH2:10][CH:9]1C(O)=O)([O:3][C:4](C)(C)[CH3:5])=[O:2].Cl.C(OC(=O)[C@H](CS)N)C.C(N(CC)CC)C.BrC(Br)C. The catalyst is C1COCC1. The product is [CH2:4]([O:3][C:1]([N:8]1[CH2:9][CH2:10][S:11][CH2:12][CH2:13]1)=[O:2])[CH3:5]. The yield is 0.870. (2) The reactants are [CH2:1]([N:7]=[C:8]=[O:9])[CH2:2][CH2:3][CH2:4][CH2:5][CH3:6].[CH2:10]([NH2:16])[CH2:11][CH2:12][CH2:13][CH2:14][CH3:15].[C:17](Cl)(=[O:22])[CH2:18][C:19](Cl)=[O:20].C(N(C(C)C)CC)(C)C.[N:33]([CH2:36][C:37]([O:39]CC)=[O:38])=[C:34]=[O:35]. The catalyst is ClCCl. The product is [CH2:1]([N:7]1[C:19]([OH:20])=[C:18]([C:34]([NH:33][CH2:36][C:37]([OH:39])=[O:38])=[O:35])[C:17](=[O:22])[N:16]([CH2:10][CH2:11][CH2:12][CH2:13][CH2:14][CH3:15])[C:8]1=[O:9])[CH2:2][CH2:3][CH2:4][CH2:5][CH3:6]. The yield is 0.450. (3) The reactants are CO[C:3](=[O:25])[C:4]1[CH:9]=[CH:8][C:7]([O:10][CH2:11][C:12]2[C:13]([C:18]3[CH:19]=[C:20]([CH3:24])[CH:21]=[CH:22][CH:23]=3)=[N:14][O:15][C:16]=2[CH3:17])=[N:6][CH:5]=1.[CH:26]([NH2:29])([CH3:28])[CH3:27]. No catalyst specified. The product is [CH:26]([NH:29][C:3](=[O:25])[C:4]1[CH:9]=[CH:8][C:7]([O:10][CH2:11][C:12]2[C:13]([C:18]3[CH:19]=[C:20]([CH3:24])[CH:21]=[CH:22][CH:23]=3)=[N:14][O:15][C:16]=2[CH3:17])=[N:6][CH:5]=1)([CH3:28])[CH3:27]. The yield is 0.740.